From a dataset of Peptide-MHC class I binding affinity with 185,985 pairs from IEDB/IMGT. Regression. Given a peptide amino acid sequence and an MHC pseudo amino acid sequence, predict their binding affinity value. This is MHC class I binding data. The peptide sequence is EENLLDFVRF. The MHC is HLA-B44:03 with pseudo-sequence HLA-B44:03. The binding affinity (normalized) is 0.777.